This data is from Full USPTO retrosynthesis dataset with 1.9M reactions from patents (1976-2016). The task is: Predict the reactants needed to synthesize the given product. (1) Given the product [CH2:1]([O:3][C:4](=[O:15])[C:5]([N:6]1[CH:10]=[C:9]([C:11]([F:14])([F:12])[F:13])[N:8]=[CH:7]1)=[CH:19][N:20]([CH3:22])[CH3:21])[CH3:2], predict the reactants needed to synthesize it. The reactants are: [CH2:1]([O:3][C:4](=[O:15])[CH2:5][N:6]1[CH:10]=[C:9]([C:11]([F:14])([F:13])[F:12])[N:8]=[CH:7]1)[CH3:2].C(O[CH:19](OCC)[N:20]([CH3:22])[CH3:21])C. (2) The reactants are: [NH2:1][C:2]1[CH:7]=[CH:6][C:5]([OH:8])=[C:4]([F:9])[CH:3]=1.CC(C)([O-])C.[K+].C(=O)([O-])[O-].[K+].[K+].[Cl:22][C:23]1[N:28]=[C:27]2[NH:29][CH:30]=[CH:31][C:26]2=[C:25]([N+]([O-])=O)[CH:24]=1. Given the product [Cl:22][C:23]1[N:28]=[C:27]2[NH:29][CH:30]=[CH:31][C:26]2=[C:25]([O:8][C:5]2[CH:6]=[CH:7][C:2]([NH2:1])=[CH:3][C:4]=2[F:9])[CH:24]=1, predict the reactants needed to synthesize it. (3) The reactants are: N[C:2]1[CH:3]=[C:4]([C:8]2[C:9]([N:28]([CH3:33])[S:29]([CH3:32])(=[O:31])=[O:30])=[CH:10][C:11]3[O:15][C:14]([C:16]4[CH:21]=[CH:20][C:19]([F:22])=[CH:18][CH:17]=4)=[C:13]([C:23]([NH:25][CH3:26])=[O:24])[C:12]=3[CH:27]=2)[CH:5]=[CH:6][CH:7]=1.[S:34]1[C:38](B(O)O)=[CH:37][C:36]2[CH:42]=[CH:43][CH:44]=[CH:45][C:35]1=2.[O-]P([O-])([O-])=O.[K+].[K+].[K+]. Given the product [S:34]1[C:38]([C:2]2[CH:3]=[C:4]([C:8]3[C:9]([N:28]([CH3:33])[S:29]([CH3:32])(=[O:31])=[O:30])=[CH:10][C:11]4[O:15][C:14]([C:16]5[CH:17]=[CH:18][C:19]([F:22])=[CH:20][CH:21]=5)=[C:13]([C:23]([NH:25][CH3:26])=[O:24])[C:12]=4[CH:27]=3)[CH:5]=[CH:6][CH:7]=2)=[CH:37][C:36]2[CH:42]=[CH:43][CH:44]=[CH:45][C:35]1=2, predict the reactants needed to synthesize it.